Dataset: Experimentally validated miRNA-target interactions with 360,000+ pairs, plus equal number of negative samples. Task: Binary Classification. Given a miRNA mature sequence and a target amino acid sequence, predict their likelihood of interaction. (1) The miRNA is mmu-miR-1895 with sequence CCCCCGAGGAGGACGAGGAGGA. The protein sequence of the target gene is MENEIFTPLLEQFMTSPLVTWVKTFGPLAAGNGTNLDEYVALVDGVFLNQVMLQINPKSESQRVNKKVNNDASLRIHNLSILVKQIKFYYQETLQQLIMMPLPDILIIGKNPFSEQGTEEVKKLLLLLLGCAVQCQKKEEFIEKIQGLDFDTKAAVAAHIQEVTHNQENVFDLQWMEVTDMSQEDIEPLLKNMVSHLRRLIDERDEHSETIVELSEERDGVHFLPHASSSAQSPCGSPGMKRTESRQHLSVELADAKAKIRRLRQELEEKTEQLLDCKQELEQIEVELKRLQQENMNLLS.... Result: 0 (no interaction). (2) Result: 0 (no interaction). The miRNA is mmu-let-7f-5p with sequence UGAGGUAGUAGAUUGUAUAGUU. The protein sequence of the target gene is MPADLMEKNSSSPVAATPASMSNTPDKPKTASEHRKSSKPIMEKRRRARINESLGQLKTLILDALKKDSSRHSKLEKADILEMTVKHLRNLQRVQMTAALSTDPSVLGKYRAGFSECMNEVTRFLSTCEGVNTDVRTRLLGHLANCMNQINAMNYPTQPQIPAAAAPHPAYGQPLVQLQGAAPQSSPAPIACKMGGPPVEAAKVYGGFQLVPAPDGQFAFLITNPAFPHNGSVIPVYTNSNVGTALPPSVSPSVMPSVTADSVWRPW. (3) The miRNA is hsa-miR-4721 with sequence UGAGGGCUCCAGGUGACGGUGG. The protein sequence of the target gene is MVRPQDTVAYEDLSEDYTQKKWKGLALSQRALHWNMMLENDRSMASLGRNMMESSELTPKQEIFKGSESSNSTSGGLFGVVPGGTETGDVCEDTFKELEGQPSNEEGSRLESDFLEIIDEDKKKSTKDRYEEYKEVEEHPPLSSSPVEHEGVLKGQKSYRCDECGKAFYWSSHLIGHRRIHTGEKPYECNECGKTFRQTSQLIVHLRTHTGEKPYECSECGKAYRHSSHLIQHQRLHNGEKPYKCNECAKAFNQSSKLFDHQRTHTGEKPYECKECGAAFSRSKNLVRHQFLHTGKKPYK.... Result: 0 (no interaction). (4) The miRNA is dre-miR-133b-3p with sequence UUUGGUCCCCUUCAACCAGCUA. The protein sequence of the target gene is MSTGDSFETRFEKIDNLLRDPKSEVNSDCLLDGLDALVYDLDFPALRKNKNIDNFLSRYKDTINKIRDLRMKAEDYEVVKVIGRGAFGEVQLVRHKSTRKVYAMKLLSKFEMIKRSDSAFFWEERDIMAFANSPWVVQLFYAFQDDRYLYMVMEYMPGGDLVNLMSNYDVPEKWARFYTAEVVLALDAIHSMGFIHRDVKPDNMLLDKSGHLKLADFGTCMKMNKEGMVRCDTAVGTPDYISPEVLKSQGGDGYYGRECDWWSVGVFLYEMLVGDTPFYADSLVGTYSKIMNHKNSLTFP.... Result: 0 (no interaction).